This data is from Reaction yield outcomes from USPTO patents with 853,638 reactions. The task is: Predict the reaction yield, written as a fraction of the theoretical maximum amount of product (1.0 means a 100% yield; for example, 0.34 means a 34% yield). (1) The reactants are [N:1]1[C:10]2[C:5](=[CH:6][CH:7]=[CH:8][CH:9]=2)[CH:4]=[C:3]([C:11]([OH:13])=O)[CH:2]=1.S(Cl)([Cl:16])=O. The catalyst is C1(C)C=CC=CC=1. The product is [N:1]1[C:10]2[C:5](=[CH:6][CH:7]=[CH:8][CH:9]=2)[CH:4]=[C:3]([C:11]([Cl:16])=[O:13])[CH:2]=1. The yield is 0.900. (2) The reactants are Cl.O1CCOCC1.C(OC([N:15]1[CH2:19][CH2:18][CH:17]([C:20]2[CH:25]=[C:24]([Cl:26])[CH:23]=[C:22]([Cl:27])[CH:21]=2)[CH2:16]1)=O)(C)(C)C. The catalyst is [OH-].[Na+]. The product is [Cl:27][C:22]1[CH:21]=[C:20]([CH:17]2[CH2:18][CH2:19][NH:15][CH2:16]2)[CH:25]=[C:24]([Cl:26])[CH:23]=1. The yield is 1.00.